From a dataset of Reaction yield outcomes from USPTO patents with 853,638 reactions. Predict the reaction yield, written as a fraction of the theoretical maximum amount of product (1.0 means a 100% yield; for example, 0.34 means a 34% yield). (1) The reactants are [Cl:1][C:2]1[CH:7]=[CH:6][C:5]([C:8]2[C:14]3[CH:15]=[C:16]([O:19][CH3:20])[CH:17]=[CH:18][C:13]=3[N:12]3[C:21]([CH3:24])=[N:22][N:23]=[C:11]3[C@H:10]([CH2:25][C:26](O)=[O:27])[N:9]=2)=[CH:4][CH:3]=1.[CH3:29][CH2:30][N:31](C(C)C)C(C)C.CN(C(ON1N=NC2C=CC=NC1=2)=[N+](C)C)C.F[P-](F)(F)(F)(F)F.C(N)C. The catalyst is C1COCC1. The product is [Cl:1][C:2]1[CH:7]=[CH:6][C:5]([C:8]2[C:14]3[CH:15]=[C:16]([O:19][CH3:20])[CH:17]=[CH:18][C:13]=3[N:12]3[C:21]([CH3:24])=[N:22][N:23]=[C:11]3[C@H:10]([CH2:25][C:26]([NH:31][CH2:30][CH3:29])=[O:27])[N:9]=2)=[CH:4][CH:3]=1. The yield is 0.470. (2) The reactants are [Cl:1][C:2]1[CH:7]=[CH:6][C:5]([CH:8]([C:20]2[CH:25]=[CH:24][C:23]([CH3:26])=[CH:22][C:21]=2[CH3:27])[NH:9][C:10](=[O:19])[CH2:11][C:12]2[CH:17]=[CH:16][C:15]([OH:18])=[CH:14][CH:13]=2)=[CH:4][CH:3]=1.C(=O)([O-])[O-].[Cs+].[Cs+].Cl[CH2:35][C:36]1[C:37]([CH2:42][CH3:43])=[N:38][O:39][C:40]=1[CH3:41].O. The catalyst is CN(C=O)C. The product is [Cl:1][C:2]1[CH:3]=[CH:4][C:5]([CH:8]([C:20]2[CH:25]=[CH:24][C:23]([CH3:26])=[CH:22][C:21]=2[CH3:27])[NH:9][C:10](=[O:19])[CH2:11][C:12]2[CH:17]=[CH:16][C:15]([O:18][CH2:35][C:36]3[C:37]([CH2:42][CH3:43])=[N:38][O:39][C:40]=3[CH3:41])=[CH:14][CH:13]=2)=[CH:6][CH:7]=1. The yield is 0.360. (3) The catalyst is CCOCC.C([O-])(=O)C.[Pd+2].C([O-])(=O)C. The product is [CH2:20]([O:15][C:14]([C@@:9]1([NH:8][C:1]([O:3][C:4]([CH3:7])([CH3:6])[CH3:5])=[O:2])[CH2:11][C@H:10]1[CH:12]1[CH2:26][CH2:13]1)=[O:16])[CH3:21]. The yield is 0.780. The reactants are [C:1]([NH:8][C@:9]1([C:14]([OH:16])=[O:15])[CH2:11][C@H:10]1[CH:12]=[CH2:13])([O:3][C:4]([CH3:7])([CH3:6])[CH3:5])=[O:2].[N+](=C)=[N-].[CH3:20][CH2:21]OC(C)=O.[CH3:26]CCCCC. (4) The reactants are [F:1][C:2]1[CH:10]=[CH:9][C:5]([CH2:6][NH:7][CH3:8])=[C:4]([S:11][CH3:12])[CH:3]=1.C(N(C(C)C)CC)(C)C.[CH3:22][C:23]1([CH3:33])[O:27][C:26](=[CH:28][C:29](Cl)=[O:30])[C:25](=[O:32])[O:24]1. The catalyst is C(Cl)Cl. The product is [CH3:22][C:23]1([CH3:33])[O:27][C:26](=[CH:28][C:29]([N:7]([CH2:6][C:5]2[CH:9]=[CH:10][C:2]([F:1])=[CH:3][C:4]=2[S:11][CH3:12])[CH3:8])=[O:30])[C:25](=[O:32])[O:24]1. The yield is 0.890. (5) The reactants are [NH2:1][C:2]1[CH:3]=[C:4]([C@:9]2([CH3:36])[C@H:15]3[C@:13]([C:16]([O:18][CH3:19])=[O:17])([CH2:14]3)[S:12][C:11]([N:20]([C:29]([O:31][C:32]([CH3:35])([CH3:34])[CH3:33])=[O:30])[CH2:21][O:22][CH2:23][CH2:24][Si:25]([CH3:28])([CH3:27])[CH3:26])=[N:10]2)[C:5]([F:8])=[N:6][CH:7]=1.[Cl:37][C:38]1[CH:39]=[CH:40][C:41]([C:44](O)=[O:45])=[N:42][CH:43]=1.CN(C(ON1N=NC2C=CC=NC1=2)=[N+](C)C)C.F[P-](F)(F)(F)(F)F.C(N(C(C)C)CC)(C)C. The catalyst is CN(C=O)C. The product is [C:32]([O:31][C:29]([N:20]([CH2:21][O:22][CH2:23][CH2:24][Si:25]([CH3:28])([CH3:27])[CH3:26])[C:11]1[S:12][C@:13]2([C:16]([O:18][CH3:19])=[O:17])[C@H:15]([C@:9]([C:4]3[C:5]([F:8])=[N:6][CH:7]=[C:2]([NH:1][C:44](=[O:45])[C:41]4[CH:40]=[CH:39][C:38]([Cl:37])=[CH:43][N:42]=4)[CH:3]=3)([CH3:36])[N:10]=1)[CH2:14]2)=[O:30])([CH3:35])([CH3:34])[CH3:33]. The yield is 0.810. (6) The catalyst is O1CCCC1.O. The reactants are CN(C)CCN(C)C.C(=O)=O.C([Li])(CC)C.C1CCCCC1.[Cl:23][C:24]1[CH:25]=[C:26]([CH:30]=[CH:31][C:32]=1[F:33])[C:27]([OH:29])=[O:28].[Cl:34]C(Cl)(Cl)C(Cl)(Cl)Cl. The yield is 0.700. The product is [Cl:34][C:25]1[C:24]([Cl:23])=[C:32]([F:33])[CH:31]=[CH:30][C:26]=1[C:27]([OH:29])=[O:28]. (7) The reactants are Br[C:2]1[C:10]2[C:5](=[CH:6][CH:7]=[C:8]([C:11]#[N:12])[CH:9]=2)[N:4]([CH:13]2[CH2:18][CH2:17][CH2:16][CH2:15][O:14]2)[N:3]=1.[CH3:19][O:20][C:21]1[CH:26]=[CH:25][CH:24]=[CH:23][C:22]=1B(O)O.ClCCl.P([O-])([O-])([O-])=O.[K+].[K+].[K+]. The catalyst is COCCOC.C1(P(C2C=CC=CC=2)[C-]2C=CC=C2)C=CC=CC=1.[C-]1(P(C2C=CC=CC=2)C2C=CC=CC=2)C=CC=C1.[Fe+2]. The product is [CH3:19][O:20][C:21]1[CH:26]=[CH:25][CH:24]=[CH:23][C:22]=1[C:2]1[C:10]2[C:5](=[CH:6][CH:7]=[C:8]([C:11]#[N:12])[CH:9]=2)[N:4]([CH:13]2[CH2:18][CH2:17][CH2:16][CH2:15][O:14]2)[N:3]=1. The yield is 0.825. (8) The reactants are Br[C:2]1[CH:3]=[C:4]([CH3:12])[C:5]([CH3:11])=[C:6]([CH:10]=1)[C:7]([OH:9])=[O:8].[F:13][C:14]1[CH:15]=[C:16](B(O)O)[CH:17]=[C:18]([F:20])[CH:19]=1.C([O-])([O-])=O.[Na+].[Na+].Cl. The catalyst is CCO.C1C=CC([P]([Pd]([P](C2C=CC=CC=2)(C2C=CC=CC=2)C2C=CC=CC=2)([P](C2C=CC=CC=2)(C2C=CC=CC=2)C2C=CC=CC=2)[P](C2C=CC=CC=2)(C2C=CC=CC=2)C2C=CC=CC=2)(C2C=CC=CC=2)C2C=CC=CC=2)=CC=1.O.CN(C=O)C. The product is [F:13][C:14]1[CH:15]=[C:16]([C:2]2[CH:3]=[C:4]([CH3:12])[C:5]([CH3:11])=[C:6]([CH:10]=2)[C:7]([OH:9])=[O:8])[CH:17]=[C:18]([F:20])[CH:19]=1. The yield is 0.320.